From a dataset of Peptide-MHC class I binding affinity with 185,985 pairs from IEDB/IMGT. Regression. Given a peptide amino acid sequence and an MHC pseudo amino acid sequence, predict their binding affinity value. This is MHC class I binding data. (1) The peptide sequence is DLKITDVII. The MHC is HLA-A68:02 with pseudo-sequence HLA-A68:02. The binding affinity (normalized) is 0.323. (2) The peptide sequence is REEEVLTGNL. The MHC is Mamu-A11 with pseudo-sequence Mamu-A11. The binding affinity (normalized) is 0.729. (3) The MHC is Mamu-A01 with pseudo-sequence Mamu-A01. The peptide sequence is KSCLPACV. The binding affinity (normalized) is 0.116.